From a dataset of Forward reaction prediction with 1.9M reactions from USPTO patents (1976-2016). Predict the product of the given reaction. (1) Given the reactants [N:1]12[CH2:8][CH2:7][CH:4]([CH2:5][CH2:6]1)[CH:3]([OH:9])[CH2:2]2.[C:10]1([C@H:16]2[C:25]3[C:20](=[CH:21][CH:22]=[CH:23][CH:24]=3)[CH2:19][CH2:18][N:17]2[C:26](OCC)=[O:27])[CH:15]=[CH:14][CH:13]=[CH:12][CH:11]=1.[H-].[Na+].[Cl-].[Na+], predict the reaction product. The product is: [N:1]12[CH2:8][CH2:7][CH:4]([CH2:5][CH2:6]1)[CH:3]([O:9][C:26]([N:17]1[CH2:18][CH2:19][C:20]3[C:25](=[CH:24][CH:23]=[CH:22][CH:21]=3)[C@@H:16]1[C:10]1[CH:15]=[CH:14][CH:13]=[CH:12][CH:11]=1)=[O:27])[CH2:2]2. (2) Given the reactants [Br:1][CH2:2][C:3]1[CH:8]=[CH:7][CH:6]=[CH:5][CH:4]=1.[CH3:9][C:10]1[CH:15]=[CH:14][N:13]=[CH:12][C:11]=1[NH:16][C:17](=[O:20])[O:18][CH3:19], predict the reaction product. The product is: [Br-:1].[CH2:2]([N+:13]1[CH:14]=[CH:15][C:10]([CH3:9])=[C:11]([NH:16][C:17]([O:18][CH3:19])=[O:20])[CH:12]=1)[C:3]1[CH:8]=[CH:7][CH:6]=[CH:5][CH:4]=1. (3) Given the reactants IC.[CH2:3]([O:5][CH:6]1[CH2:11][CH2:10][N:9]([C:12]([C:14]2[CH:15]=[C:16]([CH2:21][C:22]([C:24]3[C:25]([C:31]([O:33][CH3:34])=[O:32])=[C:26]([CH3:30])[NH:27][C:28]=3[CH3:29])=[O:23])[CH:17]=[CH:18][C:19]=2[F:20])=[O:13])[CH2:8][CH2:7]1)[CH3:4].[C:35](=O)([O-])[O-].[K+].[K+].O, predict the reaction product. The product is: [CH2:3]([O:5][CH:6]1[CH2:11][CH2:10][N:9]([C:12]([C:14]2[CH:15]=[C:16]([CH2:21][C:22]([C:24]3[C:25]([C:31]([O:33][CH3:34])=[O:32])=[C:26]([CH3:30])[N:27]([CH3:35])[C:28]=3[CH3:29])=[O:23])[CH:17]=[CH:18][C:19]=2[F:20])=[O:13])[CH2:8][CH2:7]1)[CH3:4]. (4) Given the reactants [CH3:1][C:2]1[C:7]([CH2:8][OH:9])=[C:6]([C:10]2[CH:15]=[CH:14][C:13]([CH3:16])=[CH:12][CH:11]=2)[N:5]2[N:17]=[C:18]([C:20]3[CH:25]=[CH:24][CH:23]=[CH:22][CH:21]=3)[CH:19]=[C:4]2[N:3]=1.C1C=C[NH+]=CC=1.[O-][Cr](Cl)(=O)=O, predict the reaction product. The product is: [CH3:1][C:2]1[C:7]([CH:8]=[O:9])=[C:6]([C:10]2[CH:11]=[CH:12][C:13]([CH3:16])=[CH:14][CH:15]=2)[N:5]2[N:17]=[C:18]([C:20]3[CH:25]=[CH:24][CH:23]=[CH:22][CH:21]=3)[CH:19]=[C:4]2[N:3]=1. (5) The product is: [I:2][C:3]1[CH:4]=[CH:5][C:6]([CH:9]([NH:14][C:16]2[CH:25]=[CH:24][C:19]([C:20]([O:22][CH3:23])=[O:21])=[CH:18][N:17]=2)[CH2:10][CH:11]([CH3:12])[CH3:13])=[CH:7][CH:8]=1. Given the reactants Cl.[I:2][C:3]1[CH:8]=[CH:7][C:6]([CH:9]([NH2:14])[CH2:10][CH:11]([CH3:13])[CH3:12])=[CH:5][CH:4]=1.F[C:16]1[CH:25]=[CH:24][C:19]([C:20]([O:22][CH3:23])=[O:21])=[CH:18][N:17]=1.C(=O)([O-])[O-].[K+].[K+], predict the reaction product. (6) Given the reactants [CH3:1][CH:2]([O:4][C:5]1[CH:12]=[CH:11][C:10](B2OC(C)(C)C(C)(C)O2)=[CH:9][C:6]=1[C:7]#[N:8])[CH3:3].Cl[C:23]1[N:28]=[CH:27][C:26]([C:29]2[C:30]([O:44][CH3:45])=[C:31]([CH2:36][CH2:37][CH2:38][C:39]([O:41][CH2:42][CH3:43])=[O:40])[CH:32]=[C:33]([F:35])[CH:34]=2)=[CH:25][N:24]=1.P([O-])([O-])([O-])=O.[K+].[K+].[K+], predict the reaction product. The product is: [C:7]([C:6]1[CH:9]=[C:10]([C:23]2[N:24]=[CH:25][C:26]([C:29]3[C:30]([O:44][CH3:45])=[C:31]([CH2:36][CH2:37][CH2:38][C:39]([O:41][CH2:42][CH3:43])=[O:40])[CH:32]=[C:33]([F:35])[CH:34]=3)=[CH:27][N:28]=2)[CH:11]=[CH:12][C:5]=1[O:4][CH:2]([CH3:1])[CH3:3])#[N:8]. (7) Given the reactants [F:1][C:2]([F:23])([F:22])[C:3]1[CH:8]=[CH:7][CH:6]=[CH:5][C:4]=1[NH:9][C:10]1[NH:14][C:13]2[CH:15]=[CH:16][C:17]([C:19](O)=[O:20])=[CH:18][C:12]=2[N:11]=1.[NH2:24][C:25]1[CH:33]=[CH:32][C:28]2[N:29]=[CH:30][S:31][C:27]=2[CH:26]=1.CN(C(ON1N=NC2C=CC=CC1=2)=[N+](C)C)C.F[P-](F)(F)(F)(F)F, predict the reaction product. The product is: [S:31]1[C:27]2[CH:26]=[C:25]([NH:24][C:19]([C:17]3[CH:16]=[CH:15][C:13]4[NH:14][C:10]([NH:9][C:4]5[CH:5]=[CH:6][CH:7]=[CH:8][C:3]=5[C:2]([F:22])([F:23])[F:1])=[N:11][C:12]=4[CH:18]=3)=[O:20])[CH:33]=[CH:32][C:28]=2[N:29]=[CH:30]1.